This data is from NCI-60 drug combinations with 297,098 pairs across 59 cell lines. The task is: Regression. Given two drug SMILES strings and cell line genomic features, predict the synergy score measuring deviation from expected non-interaction effect. (1) Drug 1: CC12CCC3C(C1CCC2OP(=O)(O)O)CCC4=C3C=CC(=C4)OC(=O)N(CCCl)CCCl.[Na+]. Drug 2: N.N.Cl[Pt+2]Cl. Cell line: NCI-H522. Synergy scores: CSS=69.5, Synergy_ZIP=-1.45, Synergy_Bliss=0.245, Synergy_Loewe=1.04, Synergy_HSA=3.09. (2) Drug 1: C1=CC(=CC=C1CCC2=CNC3=C2C(=O)NC(=N3)N)C(=O)NC(CCC(=O)O)C(=O)O. Drug 2: CC1CCC2CC(C(=CC=CC=CC(CC(C(=O)C(C(C(=CC(C(=O)CC(OC(=O)C3CCCCN3C(=O)C(=O)C1(O2)O)C(C)CC4CCC(C(C4)OC)O)C)C)O)OC)C)C)C)OC. Cell line: HCC-2998. Synergy scores: CSS=40.4, Synergy_ZIP=-5.62, Synergy_Bliss=-6.33, Synergy_Loewe=0.929, Synergy_HSA=1.73. (3) Drug 1: CCC1(CC2CC(C3=C(CCN(C2)C1)C4=CC=CC=C4N3)(C5=C(C=C6C(=C5)C78CCN9C7C(C=CC9)(C(C(C8N6C)(C(=O)OC)O)OC(=O)C)CC)OC)C(=O)OC)O.OS(=O)(=O)O. Drug 2: C1C(C(OC1N2C=NC3=C2NC=NCC3O)CO)O. Cell line: HCT116. Synergy scores: CSS=7.34, Synergy_ZIP=-1.59, Synergy_Bliss=0.118, Synergy_Loewe=3.41, Synergy_HSA=1.75. (4) Drug 1: C1=CC(=CC=C1CCCC(=O)O)N(CCCl)CCCl. Synergy scores: CSS=8.00, Synergy_ZIP=-6.98, Synergy_Bliss=-5.87, Synergy_Loewe=-0.425, Synergy_HSA=-0.265. Cell line: KM12. Drug 2: C1CCC(C(C1)N)N.C(=O)(C(=O)[O-])[O-].[Pt+4]. (5) Drug 1: C1=CC(=CC=C1CCCC(=O)O)N(CCCl)CCCl. Drug 2: CCC1(CC2CC(C3=C(CCN(C2)C1)C4=CC=CC=C4N3)(C5=C(C=C6C(=C5)C78CCN9C7C(C=CC9)(C(C(C8N6C=O)(C(=O)OC)O)OC(=O)C)CC)OC)C(=O)OC)O.OS(=O)(=O)O. Cell line: HOP-92. Synergy scores: CSS=37.7, Synergy_ZIP=-5.27, Synergy_Bliss=-0.934, Synergy_Loewe=-1.09, Synergy_HSA=2.54. (6) Drug 1: C1=CC(=CC=C1CC(C(=O)O)N)N(CCCl)CCCl.Cl. Drug 2: CS(=O)(=O)OCCCCOS(=O)(=O)C. Cell line: SW-620. Synergy scores: CSS=33.1, Synergy_ZIP=-1.55, Synergy_Bliss=6.88, Synergy_Loewe=4.59, Synergy_HSA=5.62. (7) Drug 1: CN(C)N=NC1=C(NC=N1)C(=O)N. Drug 2: CC1C(C(CC(O1)OC2CC(CC3=C2C(=C4C(=C3O)C(=O)C5=C(C4=O)C(=CC=C5)OC)O)(C(=O)CO)O)N)O.Cl. Cell line: K-562. Synergy scores: CSS=39.3, Synergy_ZIP=-8.45, Synergy_Bliss=-5.76, Synergy_Loewe=-8.68, Synergy_HSA=-0.574. (8) Drug 1: CN1C2=C(C=C(C=C2)N(CCCl)CCCl)N=C1CCCC(=O)O.Cl. Drug 2: CS(=O)(=O)OCCCCOS(=O)(=O)C. Cell line: BT-549. Synergy scores: CSS=3.44, Synergy_ZIP=-0.545, Synergy_Bliss=4.07, Synergy_Loewe=-2.42, Synergy_HSA=1.19.